Dataset: Forward reaction prediction with 1.9M reactions from USPTO patents (1976-2016). Task: Predict the product of the given reaction. (1) The product is: [NH2:1][C:2]([CH3:47])([CH3:48])[CH2:3][C:4]([N:6]([CH2:14][C@H:15]1[C:20](=[O:21])[NH:19][C@@H:18]([CH2:22][C:23]2[CH:32]=[CH:31][C:30]([O:68][CH2:64][CH3:65])=[CH:25][CH:24]=2)[C:17](=[O:33])[N:16]1[CH2:60][C:59]1[CH:62]=[CH:63][C:56]([O:49][C:50]2[CH:55]=[CH:54][CH:53]=[CH:52][CH:51]=2)=[CH:57][CH:58]=1)[CH2:7][CH:8]1[CH2:13][CH2:12][NH:11][CH2:10][CH2:9]1)=[O:5]. Given the reactants [NH2:1][C:2]([CH3:48])([CH3:47])[CH2:3][C:4]([N:6]([CH2:14][C@H:15]1[C:20](=[O:21])[NH:19][C@@H:18]([CH2:22][C:23]2[CH:32]=[CH:31][C:30]3[C:25](=CC=CC=3)[CH:24]=2)[C:17](=[O:33])[N:16]1CC1C=CC(C2C=CC=CC=2)=CC=1)[CH2:7][CH:8]1[CH2:13][CH2:12][NH:11][CH2:10][CH2:9]1)=[O:5].[O:49]([C:56]1[CH:63]=[CH:62][C:59]([CH:60]=O)=[CH:58][CH:57]=1)[C:50]1[CH:55]=[CH:54][CH:53]=[CH:52][CH:51]=1.[C:64]([O:68]C(N[C@@H](CC1C=CC(OCC)=CC=1)C(O)=O)=O)(C)(C)[CH3:65], predict the reaction product. (2) Given the reactants [I:1][C:2]1[CH:7]=[CH:6][C:5]([O:8][CH3:9])=[CH:4][C:3]=1[N+:10]([O-])=O.O.NN, predict the reaction product. The product is: [I:1][C:2]1[CH:7]=[CH:6][C:5]([O:8][CH3:9])=[CH:4][C:3]=1[NH2:10]. (3) Given the reactants [Cl:1][C:2]1[CH:3]=[C:4]([C@H:9]2[CH2:13][CH2:12][CH2:11][N:10]2[C:14]2[CH:19]=[CH:18][N:17]3[N:20]=[CH:21][C:22]([NH2:23])=[C:16]3[N:15]=2)[CH:5]=[C:6]([F:8])[CH:7]=1.C1N=CN([C:29]([N:31]2[CH:35]=N[CH:33]=[CH:32]2)=[O:30])C=1.Cl.N1CC([OH:41])C1.CCN(C(C)C)C(C)C, predict the reaction product. The product is: [Cl:1][C:2]1[CH:3]=[C:4]([C@H:9]2[CH2:13][CH2:12][CH2:11][N:10]2[C:14]2[CH:19]=[CH:18][N:17]3[N:20]=[CH:21][C:22]([NH:23][C:29]([N:31]4[CH2:32][CH:33]([OH:41])[CH2:35]4)=[O:30])=[C:16]3[N:15]=2)[CH:5]=[C:6]([F:8])[CH:7]=1.